This data is from Full USPTO retrosynthesis dataset with 1.9M reactions from patents (1976-2016). The task is: Predict the reactants needed to synthesize the given product. The reactants are: [NH2:1][C@H:2]1[CH2:7][CH2:6][C@H:5]([N:8]([CH2:32][CH3:33])[C:9]2[C:24]3[CH2:23][CH:22]=[CH:21][CH2:20][CH2:19][C:18]4[CH:25]=[C:26]([CH3:30])[NH:27][C:28](=[O:29])[C:17]=4[CH2:16][NH:15][C:14](=[O:31])[C:13]=3[CH:12]=[CH:11][CH:10]=2)[CH2:4][CH2:3]1.FC(F)(F)S(O[CH2:40][CH:41]([F:43])[F:42])(=O)=O.[BH-](OC(C)=O)(OC(C)=O)O[C:48](C)=O.[Na+].C=O.CC(O)=O. Given the product [F:42][CH:41]([F:43])[CH2:40][N:1]([CH3:48])[C@H:2]1[CH2:7][CH2:6][C@H:5]([N:8]([CH2:32][CH3:33])[C:9]2[C:24]3[CH2:23][CH:22]=[CH:21][CH2:20][CH2:19][C:18]4[CH:25]=[C:26]([CH3:30])[NH:27][C:28](=[O:29])[C:17]=4[CH2:16][NH:15][C:14](=[O:31])[C:13]=3[CH:12]=[CH:11][CH:10]=2)[CH2:4][CH2:3]1, predict the reactants needed to synthesize it.